From a dataset of Catalyst prediction with 721,799 reactions and 888 catalyst types from USPTO. Predict which catalyst facilitates the given reaction. (1) Reactant: [CH3:1][O:2][C:3]1[CH:4]=[C:5]([C@:11]23[CH2:19][CH2:18][C@H:17]([NH:20]C(=O)OC(C)(C)C)[CH2:16][C@H:15]2[NH:14][CH2:13][CH2:12]3)[CH:6]=[CH:7][C:8]=1[O:9][CH3:10].C=O.[C:30]([BH3-])#N.[Na+].C(O)(C(F)(F)F)=O.C(Cl)Cl. Product: [CH3:1][O:2][C:3]1[CH:4]=[C:5]([C@:11]23[CH2:19][CH2:18][C@H:17]([NH2:20])[CH2:16][C@H:15]2[N:14]([CH3:30])[CH2:13][CH2:12]3)[CH:6]=[CH:7][C:8]=1[O:9][CH3:10]. The catalyst class is: 5. (2) Reactant: [Cl:1][C:2]1[CH:23]=[CH:22][CH:21]=[CH:20][C:3]=1[CH2:4][O:5][C:6]1[CH:7]=[CH:8][C:9]([C:12]2[CH:16]=[C:15]([C:17](O)=[O:18])[O:14][N:13]=2)=[N:10][CH:11]=1.[NH4+].[Cl-].Cl.C[N:28](C)CCCN=C=NCC.ON1C2C=CC=CC=2N=N1.C(N(C(C)C)CC)(C)C. Product: [Cl:1][C:2]1[CH:23]=[CH:22][CH:21]=[CH:20][C:3]=1[CH2:4][O:5][C:6]1[CH:7]=[CH:8][C:9]([C:12]2[CH:16]=[C:15]([C:17]([NH2:28])=[O:18])[O:14][N:13]=2)=[N:10][CH:11]=1. The catalyst class is: 1. (3) Reactant: [CH3:1][C:2]([OH:13])([CH3:12])[CH2:3][N:4]1[CH:8]=[C:7]([N+:9]([O-])=O)[CH:6]=[N:5]1.[H][H]. Product: [NH2:9][C:7]1[CH:6]=[N:5][N:4]([CH2:3][C:2]([CH3:12])([OH:13])[CH3:1])[CH:8]=1. The catalyst class is: 19. (4) Reactant: [C:1]([O:5][C:6]([N:8]1[CH2:13][CH2:12][C:11](=[CH:14][C:15](Cl)=[O:16])[CH2:10][CH2:9]1)=[O:7])([CH3:4])([CH3:3])[CH3:2].[Cl:18][C:19]1[CH:20]=[C:21]([CH:26]=[CH:27][CH:28]=1)[C:22]([NH2:25])=[N:23][OH:24].O. Product: [C:1]([O:5][C:6]([N:8]1[CH2:13][CH2:12][C:11](=[CH:14][C:15]([O:24][N:23]=[C:22]([NH2:25])[C:21]2[CH:26]=[CH:27][CH:28]=[C:19]([Cl:18])[CH:20]=2)=[O:16])[CH2:10][CH2:9]1)=[O:7])([CH3:4])([CH3:3])[CH3:2]. The catalyst class is: 22. (5) Reactant: [NH2:1][C:2]1[NH:7][C:6]2[NH:8][CH:9]=[C:10]([CH2:11][CH2:12][C:13]3[CH:30]=[CH:29][C:16]([C:17]([NH:19][C@H:20]([C:26]([OH:28])=[O:27])[CH2:21][CH2:22][C:23]([OH:25])=[O:24])=[O:18])=[CH:15][CH:14]=3)[C:5]=2[C:4](=[O:31])[N:3]=1.Cl.[OH-].[Na+:34]. The catalyst class is: 6. Product: [Na+:34].[Na+:34].[NH2:1][C:2]1[NH:7][C:6]2[NH:8][CH:9]=[C:10]([CH2:11][CH2:12][C:13]3[CH:14]=[CH:15][C:16]([C:17]([NH:19][C@H:20]([C:26]([O-:28])=[O:27])[CH2:21][CH2:22][C:23]([O-:25])=[O:24])=[O:18])=[CH:29][CH:30]=3)[C:5]=2[C:4](=[O:31])[N:3]=1. (6) Reactant: C(O[C:4]([C:6]1([C:9]2([NH:12][C:13](=[O:20])[CH2:14][C:15]([O:17][CH2:18]C)=[O:16])[CH2:11][CH2:10]2)[CH2:8][CH2:7]1)=[O:5])C.[Na]. Product: [CH3:18][O:17][C:15]([CH:14]1[C:4](=[O:5])[C:6]2([CH2:7][CH2:8]2)[C:9]2([CH2:10][CH2:11]2)[NH:12][C:13]1=[O:20])=[O:16]. The catalyst class is: 224. (7) Reactant: C(N(CC)CC)C.[F:8][C:9]1[CH:10]=[C:11]([CH2:19][C:20]([NH:22][C:23]2[C:32]([CH3:33])=[CH:31][CH:30]=[C:29]3[C:24]=2[CH:25]=[CH:26][N:27]([C@H:35]([CH3:38])[CH2:36][OH:37])[C:28]3=[O:34])=[O:21])[CH:12]=[CH:13][C:14]=1[C:15]([F:18])([F:17])[F:16].[CH3:39][S:40](Cl)(=[O:42])=[O:41].C(Cl)Cl. Product: [CH3:39][S:40]([O:37][CH2:36][C@H:35]([N:27]1[CH:26]=[CH:25][C:24]2[C:29](=[CH:30][CH:31]=[C:32]([CH3:33])[C:23]=2[NH:22][C:20](=[O:21])[CH2:19][C:11]2[CH:12]=[CH:13][C:14]([C:15]([F:18])([F:16])[F:17])=[C:9]([F:8])[CH:10]=2)[C:28]1=[O:34])[CH3:38])(=[O:42])=[O:41]. The catalyst class is: 277. (8) Reactant: [F:1][C:2]1[CH:3]=[C:4]([CH:13]=[C:14]([N+:16]([O-:18])=[O:17])[CH:15]=1)[O:5][CH:6]1[CH2:10][NH:9][CH:8]([CH2:11][OH:12])[CH2:7]1.[C:19](N1C=CN=C1)(N1C=CN=C1)=[O:20]. Product: [F:1][C:2]1[CH:3]=[C:4]([CH:13]=[C:14]([N+:16]([O-:18])=[O:17])[CH:15]=1)[O:5][CH:6]1[CH2:10][N:9]2[C:19](=[O:20])[O:12][CH2:11][CH:8]2[CH2:7]1. The catalyst class is: 4. (9) Reactant: [CH3:1][O:2][C:3]1[CH:21]=[C:20]([O:22][CH2:23][C:24]2[N:25]=[C:26]([C:29]3(O)[CH2:34][CH2:33][CH2:32][CH2:31][CH2:30]3)[S:27][CH:28]=2)[C:6]2[CH:7]=[C:8]([C:10]3[N:11]=[C:12]4[N:16]([CH:17]=3)[N:15]=[C:14]([O:18][CH3:19])[S:13]4)[O:9][C:5]=2[CH:4]=1.CCN(S(F)(F)[F:42])CC. Product: [F:42][C:29]1([C:26]2[S:27][CH:28]=[C:24]([CH2:23][O:22][C:20]3[C:6]4[CH:7]=[C:8]([C:10]5[N:11]=[C:12]6[N:16]([CH:17]=5)[N:15]=[C:14]([O:18][CH3:19])[S:13]6)[O:9][C:5]=4[CH:4]=[C:3]([O:2][CH3:1])[CH:21]=3)[N:25]=2)[CH2:34][CH2:33][CH2:32][CH2:31][CH2:30]1. The catalyst class is: 4. (10) Product: [Br:12][C:13]1[CH:18]=[CH:17][C:16]([S:19][CH2:2][C:3](=[O:5])[CH3:4])=[CH:15][CH:14]=1. The catalyst class is: 3. Reactant: Cl[CH2:2][C:3](=[O:5])[CH3:4].C(=O)([O-])[O-].[K+].[K+].[Br:12][C:13]1[CH:18]=[CH:17][C:16]([SH:19])=[CH:15][CH:14]=1.CCCCCC.